Predict the reactants needed to synthesize the given product. From a dataset of Full USPTO retrosynthesis dataset with 1.9M reactions from patents (1976-2016). (1) Given the product [NH:1]1[CH2:2][CH2:3][CH:4]([O:7][C@H:8]2[CH2:13][CH2:12][C@H:11]([C:14]([O:16][CH2:17][CH3:18])=[O:15])[CH2:10][CH2:9]2)[CH2:5][CH2:6]1, predict the reactants needed to synthesize it. The reactants are: [N:1]1[CH:6]=[CH:5][C:4]([O:7][C@H:8]2[CH2:13][CH2:12][C@H:11]([C:14]([O:16][CH2:17][CH3:18])=[O:15])[CH2:10][CH2:9]2)=[CH:3][CH:2]=1. (2) Given the product [CH3:23][O:22][C:5]1([CH2:4][NH2:1])[CH2:10][CH2:9][N:8]([CH2:11][CH2:12][O:13][CH2:14][CH2:15][C:16]2[CH:17]=[CH:18][CH:19]=[CH:20][CH:21]=2)[CH2:7][CH2:6]1, predict the reactants needed to synthesize it. The reactants are: [N:1]([CH2:4][C:5]1([O:22][CH3:23])[CH2:10][CH2:9][N:8]([CH2:11][CH2:12][O:13][CH2:14][CH2:15][C:16]2[CH:21]=[CH:20][CH:19]=[CH:18][CH:17]=2)[CH2:7][CH2:6]1)=[N+]=[N-].[H][H]. (3) Given the product [C:45]([O:44][C@@H:38]([C:12]1[C:13]([CH3:37])=[N:14][C:15]2=[CH:19][C:18]3=[N:17][N:16]2[C:11]=1[N:8]1[CH2:7][CH2:6][C:5]([CH3:49])([O:4][CH2:1][CH2:2][CH2:3][CH2:34][CH2:33][C:27]2[CH:28]=[C:29]([F:32])[CH:30]=[CH:31][C:26]=2[CH2:25][N:21]([CH:22]2[CH2:23][CH2:24]2)[CH2:20]3)[CH2:10][CH2:9]1)[C:39]([O:41][CH2:42][CH3:43])=[O:40])([CH3:46])([CH3:48])[CH3:47], predict the reactants needed to synthesize it. The reactants are: [CH2:1]([O:4][C:5]1([CH3:49])[CH2:10][CH2:9][N:8]([C:11]2[N:16]3[N:17]=[C:18]([CH2:20][N:21]([CH2:25][C:26]4[CH:31]=[CH:30][C:29]([F:32])=[CH:28][C:27]=4[CH2:33][CH2:34]C=C)[CH:22]4[CH2:24][CH2:23]4)[CH:19]=[C:15]3[N:14]=[C:13]([CH3:37])[C:12]=2[C@H:38]([O:44][C:45]([CH3:48])([CH3:47])[CH3:46])[C:39]([O:41][CH2:42][CH3:43])=[O:40])[CH2:7][CH2:6]1)[CH:2]=[CH2:3].[BH4-].[Na+]. (4) Given the product [F:12][C:13]1[CH:30]=[CH:29][C:16]([CH2:17][CH:18]2[CH2:19][CH2:20][N:21]([C:24](=[O:28])[C:25]([NH:1][C:2]3[CH:3]=[CH:4][C:5]4[O:9][C:8](=[O:10])[NH:7][C:6]=4[CH:11]=3)=[O:26])[CH2:22][CH2:23]2)=[CH:15][CH:14]=1, predict the reactants needed to synthesize it. The reactants are: [NH2:1][C:2]1[CH:3]=[CH:4][C:5]2[O:9][C:8](=[O:10])[NH:7][C:6]=2[CH:11]=1.[F:12][C:13]1[CH:30]=[CH:29][C:16]([CH2:17][CH:18]2[CH2:23][CH2:22][N:21]([C:24](=[O:28])[C:25](O)=[O:26])[CH2:20][CH2:19]2)=[CH:15][CH:14]=1. (5) The reactants are: FC(F)(F)C(OC(=O)C(F)(F)F)=O.[N+:14]([O-:17])([O-])=[O:15].[NH4+].[CH3:19][O:20][C:21]([C:23]([NH:25][C:26]1[CH:31]=[CH:30][C:29]([C@H:32]2[CH2:37][CH2:36][C@H:35]([CH2:38][C:39]([O:41][CH3:42])=[O:40])[CH2:34][CH2:33]2)=[CH:28][CH:27]=1)=[O:24])=[O:22]. Given the product [CH3:19][O:20][C:21]([C:23]([NH:25][C:26]1[CH:31]=[CH:30][C:29]([C@H:32]2[CH2:37][CH2:36][C@H:35]([CH2:38][C:39]([O:41][CH3:42])=[O:40])[CH2:34][CH2:33]2)=[CH:28][C:27]=1[N+:14]([O-:17])=[O:15])=[O:24])=[O:22], predict the reactants needed to synthesize it.